From a dataset of Peptide-MHC class II binding affinity with 134,281 pairs from IEDB. Regression. Given a peptide amino acid sequence and an MHC pseudo amino acid sequence, predict their binding affinity value. This is MHC class II binding data. (1) The peptide sequence is NHFFNHHKVMLLGHD. The MHC is DRB1_0901 with pseudo-sequence DRB1_0901. The binding affinity (normalized) is 0.612. (2) The peptide sequence is NYNCKILPNTLVLDF. The MHC is HLA-DQA10102-DQB10502 with pseudo-sequence HLA-DQA10102-DQB10502. The binding affinity (normalized) is 0.152. (3) The peptide sequence is AVIRGKKGAGGITIK. The MHC is HLA-DQA10301-DQB10302 with pseudo-sequence HLA-DQA10301-DQB10302. The binding affinity (normalized) is 0.0135. (4) The peptide sequence is DDLMIRVIAQGPTAT. The MHC is DRB1_1001 with pseudo-sequence DRB1_1001. The binding affinity (normalized) is 0.588. (5) The peptide sequence is QRTVAVYSLKIAGWHGPKAPYTSTLLPPEL. The MHC is DRB1_0401 with pseudo-sequence DRB1_0401. The binding affinity (normalized) is 0.149. (6) The peptide sequence is YDKFLANVSTVLTFK. The MHC is DRB1_0701 with pseudo-sequence DRB1_0701. The binding affinity (normalized) is 0.801. (7) The peptide sequence is VWGQKYFKGNFERLA. The MHC is HLA-DPA10201-DPB10101 with pseudo-sequence HLA-DPA10201-DPB10101. The binding affinity (normalized) is 0.619.